From a dataset of Catalyst prediction with 721,799 reactions and 888 catalyst types from USPTO. Predict which catalyst facilitates the given reaction. Reactant: [N+:1]([C:4]1[CH:5]=[C:6]([S:16]([NH2:19])(=[O:18])=[O:17])[CH:7]=[CH:8][C:9]=1[NH:10][C@@H:11]1[CH2:15][CH2:14][NH:13][CH2:12]1)([O-:3])=[O:2].C(=O)([O-])[O-].[Na+].[Na+].Br[CH2:27][C:28]#[N:29]. Product: [C:28]([CH2:27][N:13]1[CH2:14][CH2:15][C@@H:11]([NH:10][C:9]2[CH:8]=[CH:7][C:6]([S:16]([NH2:19])(=[O:17])=[O:18])=[CH:5][C:4]=2[N+:1]([O-:3])=[O:2])[CH2:12]1)#[N:29]. The catalyst class is: 9.